Dataset: Catalyst prediction with 721,799 reactions and 888 catalyst types from USPTO. Task: Predict which catalyst facilitates the given reaction. (1) The catalyst class is: 28. Reactant: [C:1]([C:3]1[CH:26]=[CH:25][C:6]([CH2:7][NH:8][C:9]([C:11]2[N:16]=[CH:15][N:14]=[C:13]([NH:17]C(=O)OC(C)(C)C)[CH:12]=2)=[O:10])=[CH:5][CH:4]=1)#[N:2].[ClH:27]. Product: [ClH:27].[C:1]([C:3]1[CH:4]=[CH:5][C:6]([CH2:7][NH:8][C:9]([C:11]2[CH:12]=[C:13]([NH2:17])[N:14]=[CH:15][N:16]=2)=[O:10])=[CH:25][CH:26]=1)#[N:2]. (2) Reactant: I[C:2]1[CH:7]=[CH:6][C:5]([N:8]2[CH:13]=[CH:12][CH:11]=[CH:10][C:9]2=[O:14])=[CH:4][C:3]=1[F:15].[OH:16][CH2:17][C:18]1[N:19]=[CH:20][NH:21][CH:22]=1.OC1C=CC=C2C=1N=CC=C2.C([O-])([O-])=O.[K+].[K+]. Product: [OH:16][CH2:17][C:18]1[N:19]=[C:20]([C:2]2[CH:7]=[CH:6][C:5]([N:8]3[CH:13]=[CH:12][CH:11]=[CH:10][C:9]3=[O:14])=[CH:4][C:3]=2[F:15])[NH:21][CH:22]=1. The catalyst class is: 16. (3) Reactant: [CH2:1]1[S:5][C@H:4]([CH2:6][OH:7])[O:3][C@@H:2]1[N:8]1[C:13](=[O:14])[N:12]=[C:11]([NH2:15])[C:10]([F:16])=[CH:9]1.[C:17]([OH:29])(=[O:28])/[CH:18]=[CH:19]/[C:20]1[CH:27]=[CH:26][C:24]([OH:25])=[C:22]([OH:23])[CH:21]=1. Product: [CH2:1]1[S:5][C@H:4]([CH2:6][OH:7])[O:3][C@@H:2]1[N:8]1[C:13](=[O:14])[N:12]=[C:11]([NH2:15])[C:10]([F:16])=[CH:9]1.[C:17]([O-:29])(=[O:28])/[CH:18]=[CH:19]/[C:20]1[CH:27]=[CH:26][C:24]([OH:25])=[C:22]([OH:23])[CH:21]=1. The catalyst class is: 5.